Dataset: Catalyst prediction with 721,799 reactions and 888 catalyst types from USPTO. Task: Predict which catalyst facilitates the given reaction. Reactant: Cl[C:2]1[CH:7]=[C:6]([C:8]2[CH:13]=[CH:12][CH:11]=[CH:10][CH:9]=2)[N:5]=[C:4]([NH:14][C:15](=[O:32])[CH2:16][CH2:17][C:18]([C:20]2[CH:25]=[CH:24][C:23]([O:26][CH2:27][CH3:28])=[C:22]([O:29][CH2:30][CH3:31])[CH:21]=2)=[O:19])[CH:3]=1.C1(C2C=CC=CC=2)C=CC=CC=1P(C1CCCCC1)C1CCCCC1.C(=O)([O-])[O-].[K+].[K+].[CH3:64][O:65][C:66]1[CH:71]=[CH:70][CH:69]=[CH:68][C:67]=1B(O)O. Product: [CH2:30]([O:29][C:22]1[CH:21]=[C:20]([C:18](=[O:19])[CH2:17][CH2:16][C:15]([NH:14][C:4]2[CH:3]=[C:2]([C:67]3[CH:68]=[CH:69][CH:70]=[CH:71][C:66]=3[O:65][CH3:64])[CH:7]=[C:6]([C:8]3[CH:13]=[CH:12][CH:11]=[CH:10][CH:9]=3)[N:5]=2)=[O:32])[CH:25]=[CH:24][C:23]=1[O:26][CH2:27][CH3:28])[CH3:31]. The catalyst class is: 110.